This data is from Full USPTO retrosynthesis dataset with 1.9M reactions from patents (1976-2016). The task is: Predict the reactants needed to synthesize the given product. Given the product [Cl:32][C:33]1[CH:42]=[C:41]2[C:36]([C:37]([N:44]3[CH2:49][CH2:48][N:47]([C:11]([NH:1][C@H:2]4[CH2:8][CH2:7][CH2:6][CH2:5][NH:4][C:3]4=[O:9])=[O:12])[CH2:46][CH2:45]3)=[CH:38][C:39]([NH:43][CH3:23])=[N:40]2)=[CH:35][CH:34]=1, predict the reactants needed to synthesize it. The reactants are: [NH2:1][C@H:2]1[CH2:8][CH2:7][CH2:6][CH2:5][NH:4][C:3]1=[O:9].Cl[C:11](OC1C=CC([N+]([O-])=O)=CC=1)=[O:12].[CH:23](N(C(C)C)CC)(C)C.[Cl:32][C:33]1[CH:42]=[C:41]2[C:36]([C:37]([N:44]3[CH2:49][CH2:48][NH:47][CH2:46][CH2:45]3)=[CH:38][C:39]([NH2:43])=[N:40]2)=[CH:35][CH:34]=1.